From a dataset of Catalyst prediction with 721,799 reactions and 888 catalyst types from USPTO. Predict which catalyst facilitates the given reaction. (1) Reactant: C(OC([N:8]1[CH2:16][C:15]2[C:10](=[CH:11][CH:12]=[CH:13][CH:14]=2)[CH:9]1[C:17](=[O:33])[NH:18][C:19]1[CH:24]=[CH:23][C:22]([N:25]2[CH:30]=[CH:29][CH:28]=[CH:27][C:26]2=[O:31])=[CH:21][C:20]=1[F:32])=O)(C)(C)C.CCOC(C)=O. Product: [F:32][C:20]1[CH:21]=[C:22]([N:25]2[CH:30]=[CH:29][CH:28]=[CH:27][C:26]2=[O:31])[CH:23]=[CH:24][C:19]=1[NH:18][C:17]([CH:9]1[C:10]2[C:15](=[CH:14][CH:13]=[CH:12][CH:11]=2)[CH2:16][NH:8]1)=[O:33]. The catalyst class is: 89. (2) Reactant: Br[C:2]1[CH:3]=[N:4][CH:5]=[CH:6][CH:7]=1.C([Mg]Cl)(C)C.[CH3:13][C:14]([O:17][C:18]([NH:20][CH2:21][C:22](N(OC)C)=[O:23])=[O:19])([CH3:16])[CH3:15]. Product: [C:14]([O:17][C:18](=[O:19])[NH:20][CH2:21][C:22](=[O:23])[C:2]1[CH:3]=[N:4][CH:5]=[CH:6][CH:7]=1)([CH3:16])([CH3:13])[CH3:15]. The catalyst class is: 1. (3) Reactant: [C:1]([O:4][CH2:5][C@H:6]([CH2:9][CH:10]([O:14][CH2:15][CH3:16])[O:11][CH2:12][CH3:13])[CH2:7][OH:8])(=[O:3])[CH3:2].C(Cl)Cl.CCN([CH2:25][CH3:26])CC.[S:27](Cl)([C:30]1C=C[C:33]([CH3:34])=[CH:32][CH:31]=1)(=[O:29])=[O:28]. Product: [C:25]1([CH3:26])[C:30]([S:27]([O:8][CH2:7][C@H:6]([CH2:5][O:4][C:1](=[O:3])[CH3:2])[CH2:9][CH:10]([O:14][CH2:15][CH3:16])[O:11][CH2:12][CH3:13])(=[O:29])=[O:28])=[CH:31][CH:32]=[CH:33][CH:34]=1. The catalyst class is: 161. (4) Reactant: [C:1]1([C:7]#[C:8][C:9]2[CH:18]=[CH:17][C:16]([N+:19]([O-])=O)=[CH:15][C:10]=2[C:11]([O:13][CH3:14])=[O:12])[CH:6]=[CH:5][CH:4]=[CH:3][CH:2]=1. Product: [CH2:8]([C:9]1[CH:18]=[CH:17][C:16]([NH2:19])=[CH:15][C:10]=1[C:11]([O:13][CH3:14])=[O:12])[CH2:7][C:1]1[CH:2]=[CH:3][CH:4]=[CH:5][CH:6]=1. The catalyst class is: 153. (5) Reactant: [OH:1][C:2]1[CH:11]=[C:10]([OH:12])[C:9]([C:13](=[O:16])[CH2:14][CH3:15])=[C:8]2[C:3]=1[C:4]([CH2:18][CH2:19][CH3:20])=[CH:5][C:6](=[O:17])[O:7]2.CO[CH:23](OC)[CH2:24][C:25]([CH3:28])(O)[CH3:26]. Product: [CH3:26][C:25]1([CH3:28])[O:1][C:2]2[C:3]3[C:4]([CH2:18][CH2:19][CH3:20])=[CH:5][C:6](=[O:17])[O:7][C:8]=3[C:9]([C:13](=[O:16])[CH2:14][CH3:15])=[C:10]([OH:12])[C:11]=2[CH:23]=[CH:24]1. The catalyst class is: 17. (6) Reactant: [N:1]1[O:2][N:3]=[C:4]2[CH:9]=[C:8]([C:10]([OH:12])=O)[CH:7]=[CH:6][C:5]=12.CN([C:16]([O:20][N:21]1N=NC2C=CC=N[C:22]1=2)=[N+](C)C)C.F[P-](F)(F)(F)(F)F.CN. Product: [CH3:16][O:20][N:21]([CH3:22])[C:10]([C:8]1[CH:7]=[CH:6][C:5]2=[N:1][O:2][N:3]=[C:4]2[CH:9]=1)=[O:12]. The catalyst class is: 34. (7) Reactant: [Cl:1][C:2]1[C:3]([O:15][CH3:16])=[C:4]([CH:10]=[CH:11][C:12]([OH:14])=[O:13])[CH:5]=[CH:6][C:7]=1[O:8][CH3:9]. Product: [Cl:1][C:2]1[C:3]([O:15][CH3:16])=[C:4]([CH2:10][CH2:11][C:12]([OH:14])=[O:13])[CH:5]=[CH:6][C:7]=1[O:8][CH3:9]. The catalyst class is: 403. (8) Reactant: FC(F)(F)C(O)=O.C(OC(=O)[NH:14][C@@H:15]([CH2:30][N:31]1[CH2:36][C:35](=[O:37])[N:34]([C:38]2[CH:43]=[C:42]([F:44])[CH:41]=[CH:40][C:39]=2[Cl:45])[CH2:33][C:32]1([CH3:47])[CH3:46])[C@@H:16]([OH:29])[CH2:17][C@H:18]([C:22](=[O:28])[NH:23][CH2:24][CH2:25][CH2:26][CH3:27])[CH:19]([CH3:21])[CH3:20])(C)(C)C.[C:49]([OH:56])(=[O:55])/[CH:50]=[CH:51]/[C:52]([OH:54])=[O:53].C(NC(=O)[C@H](C(C)C)C[C@H](O)[C@@H](N)CN1CC(=O)N(C2C=C(F)C=CC=2Cl)CC1(C)C)CCC. Product: [C:49]([OH:56])(=[O:55])/[CH:50]=[CH:51]/[C:52]([OH:54])=[O:53].[CH2:24]([NH:23][C:22](=[O:28])[C@H:18]([CH:19]([CH3:21])[CH3:20])[CH2:17][C@H:16]([OH:29])[C@@H:15]([NH2:14])[CH2:30][N:31]1[CH2:36][C:35](=[O:37])[N:34]([C:38]2[CH:43]=[C:42]([F:44])[CH:41]=[CH:40][C:39]=2[Cl:45])[CH2:33][C:32]1([CH3:46])[CH3:47])[CH2:25][CH2:26][CH3:27]. The catalyst class is: 61. (9) Reactant: I[C:2]1[CH:3]=[C:4]2[C:8](=[CH:9][CH:10]=1)[N:7](C(OCCC(C)(C)C)=O)[C:6]([C:20]([O-:22])=[O:21])=[C:5]2[S:23]([N:26]1[CH2:31][CH2:30][O:29][CH2:28][CH2:27]1)(=[O:25])=[O:24].[O:32]1[C:36]2[CH:37]=[CH:38][CH:39]=[CH:40][C:35]=2[CH:34]=[C:33]1B(O)O.[C:44](P(C(C)(C)C)C(C)(C)C)(C)(C)[CH3:45].[F-].[Cs+].C([O-])(O)=O.[Na+]. Product: [O:32]1[C:36]2[CH:37]=[CH:38][CH:39]=[CH:40][C:35]=2[CH:34]=[C:33]1[C:2]1[CH:3]=[C:4]2[C:8](=[CH:9][CH:10]=1)[NH:7][C:6]([C:20]([O:22][CH2:44][CH3:45])=[O:21])=[C:5]2[S:23]([N:26]1[CH2:27][CH2:28][O:29][CH2:30][CH2:31]1)(=[O:24])=[O:25]. The catalyst class is: 848.